Dataset: Full USPTO retrosynthesis dataset with 1.9M reactions from patents (1976-2016). Task: Predict the reactants needed to synthesize the given product. The reactants are: OC[C:3]1[CH:12]=[CH:11][C:6]([C:7]([O:9][CH3:10])=[O:8])=[CH:5][CH:4]=1.Br[C:14]1[N:19]=[C:18]([N:20]([CH3:28])C(=O)OC(C)(C)C)[CH:17]=[CH:16][CH:15]=1.C([O-])([O-])=[O:30].[K+].[K+]. Given the product [CH3:28][NH:20][C:18]1[N:19]=[C:14]([O:30][C:3]2[CH:4]=[CH:5][C:6]([C:7]([O:9][CH3:10])=[O:8])=[CH:11][CH:12]=2)[CH:15]=[CH:16][CH:17]=1, predict the reactants needed to synthesize it.